Dataset: Forward reaction prediction with 1.9M reactions from USPTO patents (1976-2016). Task: Predict the product of the given reaction. (1) Given the reactants [CH3:1][O:2][C:3]1[C:21]([O:22][CH3:23])=[CH:20][C:6]2[CH:7]3[N:12]([CH:13]([CH3:15])[CH2:14][C:5]=2[CH:4]=1)[CH:11]=[C:10]([C:16]([O-:18])=[O:17])[C:9](=[O:19])[CH2:8]3.[C:24]1(Cl)C(=O)C(Cl)=C(Cl)C(=O)[C:25]=1Cl, predict the reaction product. The product is: [CH3:1][O:2][C:3]1[C:21]([O:22][CH3:23])=[CH:20][C:6]2[C:7]3[N:12]([CH:13]([CH3:15])[CH2:14][C:5]=2[CH:4]=1)[CH:11]=[C:10]([C:16]([O:18][CH2:24][CH3:25])=[O:17])[C:9](=[O:19])[CH:8]=3. (2) Given the reactants [N:1]1[C:8]([Cl:9])=[N:7][C:5]([Cl:6])=[N:4][C:2]=1Cl.C(N(C(C)C)CC)(C)C.[N:19]([CH2:22][CH2:23][CH2:24][NH2:25])=[N+:20]=[N-:21], predict the reaction product. The product is: [N:19]([CH2:22][CH2:23][CH2:24][NH:25][C:2]1[N:1]=[C:8]([Cl:9])[N:7]=[C:5]([Cl:6])[N:4]=1)=[N+:20]=[N-:21]. (3) Given the reactants [CH:1]1([C:7]2[C:8]3[CH:9]=[CH:10][C:11]([C:30]([NH:32][S:33]([N:36]([CH3:38])[CH3:37])(=[O:35])=[O:34])=[O:31])=[CH:12][C:13]=3[N:14]3[CH2:20][CH:19]([C:21](O)=[O:22])[CH2:18][C:17]4[CH:24]=[C:25]([O:28][CH3:29])[CH:26]=[CH:27][C:16]=4[C:15]=23)[CH2:6][CH2:5][CH2:4][CH2:3][CH2:2]1.C(N(CC)CC)C.C1(P([N:60]=[N+:61]=[N-:62])(C2C=CC=CC=2)=O)C=CC=CC=1, predict the reaction product. The product is: [CH:1]1([C:7]2[C:8]3[CH:9]=[CH:10][C:11]([C:30]([NH:32][S:33]([N:36]([CH3:37])[CH3:38])(=[O:34])=[O:35])=[O:31])=[CH:12][C:13]=3[N:14]3[CH2:20][CH:19]([C:21]([N:60]=[N+:61]=[N-:62])=[O:22])[CH2:18][C:17]4[CH:24]=[C:25]([O:28][CH3:29])[CH:26]=[CH:27][C:16]=4[C:15]=23)[CH2:6][CH2:5][CH2:4][CH2:3][CH2:2]1. (4) Given the reactants [OH-:1].[K+].C([CH2:5][C:6]1[CH:32]=[CH:31][C:9]([CH2:10][C:11]2[C:12]([N:23]3[CH2:27][C@H:26]([CH2:28][CH3:29])[O:25]C3=O)=[N:13][C:14](/[N:18]=C/N(C)C)=[N:15][C:16]=2[CH3:17])=[CH:8][CH:7]=1)#N.[CH2:33]([OH:37])CCC, predict the reaction product. The product is: [NH2:18][C:14]1[N:13]=[C:12]([NH:23][CH2:27][C@@H:26]([OH:25])[CH2:28][CH3:29])[C:11]([CH2:10][C:9]2[CH:8]=[CH:7][C:6]([CH2:5][C:33]([OH:37])=[O:1])=[CH:32][CH:31]=2)=[C:16]([CH3:17])[N:15]=1. (5) Given the reactants C[O:2][C:3]([C:5]1[O:9][N:8]=[C:7]([C:10]([CH3:13])([CH3:12])[CH3:11])[CH:6]=1)=[O:4].[OH-].[Na+], predict the reaction product. The product is: [C:10]([C:7]1[CH:6]=[C:5]([C:3]([OH:4])=[O:2])[O:9][N:8]=1)([CH3:13])([CH3:11])[CH3:12].